From a dataset of Forward reaction prediction with 1.9M reactions from USPTO patents (1976-2016). Predict the product of the given reaction. (1) Given the reactants [ClH:1].Cl.[CH2:3]([N:12]1[CH2:17][CH2:16][NH:15][CH2:14][CH2:13]1)[C:4]([C:6]1[CH:11]=[CH:10][CH:9]=[CH:8][CH:7]=1)=[O:5].[Cl:18][CH2:19][C:20]1[CH:21]=[N:22][CH:23]=[CH:24][CH:25]=1.C([O-])([O-])=O.[K+].[K+], predict the reaction product. The product is: [ClH:18].[ClH:1].[ClH:18].[N:22]1[CH:23]=[CH:24][CH:25]=[C:20]([CH2:19][N:15]2[CH2:16][CH2:17][N:12]([CH2:3][C:4]([C:6]3[CH:7]=[CH:8][CH:9]=[CH:10][CH:11]=3)=[O:5])[CH2:13][CH2:14]2)[CH:21]=1. (2) Given the reactants [C:1]1(=[CH:7][C:8]2[C:9]([C:17]3[CH:22]=[C:21]([C:23]([CH3:26])([CH3:25])[CH3:24])[CH:20]=[C:19]([C:27]([CH3:30])([CH3:29])[CH3:28])[CH:18]=3)=[N:10][C:11]([C:14]([NH2:16])=[O:15])=[N:12][CH:13]=2)[CH2:6][CH2:5][CH2:4][CH2:3][CH2:2]1.[OH-].[Na+], predict the reaction product. The product is: [CH:1]1([CH2:7][C:8]2[C:9]([C:17]3[CH:22]=[C:21]([C:23]([CH3:25])([CH3:24])[CH3:26])[CH:20]=[C:19]([C:27]([CH3:30])([CH3:29])[CH3:28])[CH:18]=3)=[N:10][C:11]([C:14]([NH2:16])=[O:15])=[N:12][CH:13]=2)[CH2:6][CH2:5][CH2:4][CH2:3][CH2:2]1. (3) Given the reactants [CH3:1][N:2]([CH3:10])[C:3]1[CH:8]=[CH:7][N:6]=[C:5]([NH2:9])[CH:4]=1.[Br:11][CH2:12][C:13]([C:15]1[CH:20]=[CH:19][CH:18]=[C:17]([OH:21])[CH:16]=1)=O, predict the reaction product. The product is: [BrH:11].[CH3:1][N:2]([CH3:10])[C:3]1[CH:8]=[CH:7][N:6]2[CH:12]=[C:13]([C:15]3[CH:16]=[C:17]([OH:21])[CH:18]=[CH:19][CH:20]=3)[N:9]=[C:5]2[CH:4]=1. (4) Given the reactants CN(C)C=O.[C:6]([Cl:11])(=O)[C:7](Cl)=O.[N:12]1[C:17]2[CH:18]=[CH:19][S:20]C=2C(=O)[NH:14][CH:13]=1.O, predict the reaction product. The product is: [Cl:11][C:6]1[C:7]2[S:20][CH:19]=[CH:18][C:17]=2[N:12]=[CH:13][N:14]=1. (5) Given the reactants [Br:1][C:2]1[C:3]([F:20])=[C:4]([F:19])[C:5]([NH:11][C:12]2[CH:17]=[CH:16][CH:15]=[CH:14][C:13]=2[Cl:18])=[C:6]([CH:10]=1)[C:7]([OH:9])=[O:8].[CH2:21]1COCC1.C[Si](C=[N+]=[N-])(C)C, predict the reaction product. The product is: [CH3:21][O:8][C:7](=[O:9])[C:6]1[CH:10]=[C:2]([Br:1])[C:3]([F:20])=[C:4]([F:19])[C:5]=1[NH:11][C:12]1[CH:17]=[CH:16][CH:15]=[CH:14][C:13]=1[Cl:18].